Dataset: Peptide-MHC class I binding affinity with 185,985 pairs from IEDB/IMGT. Task: Regression. Given a peptide amino acid sequence and an MHC pseudo amino acid sequence, predict their binding affinity value. This is MHC class I binding data. (1) The peptide sequence is IIHDFVDKT. The MHC is HLA-A11:01 with pseudo-sequence HLA-A11:01. The binding affinity (normalized) is 0. (2) The peptide sequence is SMMSMYGKA. The MHC is HLA-A02:03 with pseudo-sequence HLA-A02:03. The binding affinity (normalized) is 1.00. (3) The peptide sequence is KQLPPLAAW. The MHC is HLA-A26:01 with pseudo-sequence HLA-A26:01. The binding affinity (normalized) is 0.0847. (4) The binding affinity (normalized) is 0. The peptide sequence is EDDEDLDEF. The MHC is Mamu-A11 with pseudo-sequence Mamu-A11. (5) The peptide sequence is IKWLWKANK. The MHC is HLA-A31:01 with pseudo-sequence HLA-A31:01. The binding affinity (normalized) is 0.251. (6) The MHC is HLA-B40:01 with pseudo-sequence HLA-B40:01. The binding affinity (normalized) is 0. The peptide sequence is ERLKIRGAL. (7) The peptide sequence is LLKETIQKDI. The MHC is HLA-A02:01 with pseudo-sequence HLA-A02:01. The binding affinity (normalized) is 0.158. (8) The peptide sequence is VFSPFGYSF. The MHC is HLA-A02:01 with pseudo-sequence HLA-A02:01. The binding affinity (normalized) is 0.356. (9) The peptide sequence is SLEEEYPPW. The MHC is HLA-A02:01 with pseudo-sequence HLA-A02:01. The binding affinity (normalized) is 0.